Predict the reaction yield, written as a fraction of the theoretical maximum amount of product (1.0 means a 100% yield; for example, 0.34 means a 34% yield). From a dataset of Reaction yield outcomes from USPTO patents with 853,638 reactions. The product is [NH:5]1[CH2:6][CH2:2][CH2:3][C:4]1=[O:13].[O:21]1[CH:22]=[CH:18][C:19]([OH:9])=[CH:20][CH2:16]1. The yield is 0.301. The reactants are N[CH:2]1[CH2:6][N:5](C(CC)C(N)=[O:9])[C:4](=[O:13])[CH2:3]1.CO[C:16]1([O:21][CH3:22])[CH2:20][CH2:19][CH2:18]O1.N1C=CC=CC=1. The catalyst is CC(O)=O.